From a dataset of Reaction yield outcomes from USPTO patents with 853,638 reactions. Predict the reaction yield, written as a fraction of the theoretical maximum amount of product (1.0 means a 100% yield; for example, 0.34 means a 34% yield). The product is [CH2:10]([O:17][C:18]1[CH:19]=[CH:20][C:21](/[CH:22]=[N:9]/[C:3]2[C:4]([NH2:8])=[N:5][CH:6]=[CH:7][C:2]=2[Cl:1])=[CH:24][CH:25]=1)[C:11]1[CH:12]=[CH:13][CH:14]=[CH:15][CH:16]=1. The yield is 0.230. The reactants are [Cl:1][C:2]1[CH:7]=[CH:6][N:5]=[C:4]([NH2:8])[C:3]=1[NH2:9].[CH2:10]([O:17][C:18]1[CH:25]=[CH:24][C:21]([CH:22]=O)=[CH:20][CH:19]=1)[C:11]1[CH:16]=[CH:15][CH:14]=[CH:13][CH:12]=1. The catalyst is O.